Dataset: Forward reaction prediction with 1.9M reactions from USPTO patents (1976-2016). Task: Predict the product of the given reaction. Given the reactants [I-].C[S+](C)(C)=O.[CH3:7][C:8]([CH3:11])([O-:10])[CH3:9].[K+].O=C1C[CH2:18][CH:17]([C:20]([O:22][CH2:23][CH3:24])=[O:21])[CH2:16]C1.O, predict the reaction product. The product is: [O:10]1[C:8]2([CH2:11][CH2:18][CH:17]([C:20]([O:22][CH2:23][CH3:24])=[O:21])[CH2:16][CH2:9]2)[CH2:7]1.